Dataset: Cav3 T-type calcium channel HTS with 100,875 compounds. Task: Binary Classification. Given a drug SMILES string, predict its activity (active/inactive) in a high-throughput screening assay against a specified biological target. (1) The drug is Clc1cc(c(NC(=S)NCc2ccc(Cl)cc2)cc1)C. The result is 0 (inactive). (2) The drug is Brc1oc(C(=O)NCC2(CCOCC2)c2ccc(OC)cc2)cc1. The result is 0 (inactive). (3) The result is 0 (inactive). The compound is O=C1N2C(C(c3c1cccc3)C(=O)NCc1oc(cc1)C)c1c(CC2)cccc1.